Dataset: Catalyst prediction with 721,799 reactions and 888 catalyst types from USPTO. Task: Predict which catalyst facilitates the given reaction. Reactant: CO[CH2:3][N:4]([CH2:10][C:11]1[CH:16]=[CH:15][CH:14]=[CH:13][CH:12]=1)[CH2:5][Si](C)(C)C.[C:17]1([CH2:23][N:24]2[C:28](=[O:29])[CH:27]=[CH:26][C:25]2=[O:30])[CH:22]=[CH:21][CH:20]=[CH:19][CH:18]=1.C(O)(C(F)(F)F)=O. Product: [C:17]1([CH2:23][N:24]2[C:28](=[O:29])[CH:27]3[CH:26]([CH2:3][N:4]([CH2:10][C:11]4[CH:16]=[CH:15][CH:14]=[CH:13][CH:12]=4)[CH2:5]3)[C:25]2=[O:30])[CH:18]=[CH:19][CH:20]=[CH:21][CH:22]=1. The catalyst class is: 2.